This data is from Forward reaction prediction with 1.9M reactions from USPTO patents (1976-2016). The task is: Predict the product of the given reaction. (1) The product is: [CH3:27][S:28]([O:1][CH2:2][CH2:3][C:4]1[CH:5]=[CH:6][C:7]([NH:10][C:11]([O:12][C:13]([CH3:14])([CH3:16])[CH3:15])=[O:17])=[CH:8][N:9]=1)(=[O:30])=[O:29]. Given the reactants [OH:1][CH2:2][CH2:3][C:4]1[N:9]=[CH:8][C:7]([NH:10][C:11](=[O:17])[O:12][C:13]([CH3:16])([CH3:15])[CH3:14])=[CH:6][CH:5]=1.CCN(C(C)C)C(C)C.[CH3:27][S:28](Cl)(=[O:30])=[O:29].O, predict the reaction product. (2) Given the reactants [F:1][C:2]1[CH:7]=[CH:6][CH:5]=[C:4]([F:8])[C:3]=1[C:9]1[C:18]2[CH:17]=[C:16]([CH:19]=O)[CH:15]=[CH:14][C:13]=2[C:12]2[N:21]([CH2:35][O:36][CH2:37][CH2:38][Si:39]([CH3:42])([CH3:41])[CH3:40])[N:22]=[C:23]([NH:24][CH:25]3[CH2:30][CH2:29][N:28]([S:31]([CH3:34])(=[O:33])=[O:32])[CH2:27][CH2:26]3)[C:11]=2[N:10]=1.Cl.[NH2:44][OH:45], predict the reaction product. The product is: [F:8][C:4]1[CH:5]=[CH:6][CH:7]=[C:2]([F:1])[C:3]=1[C:9]1[C:18]2[CH:17]=[C:16]([CH:19]=[N:44][OH:45])[CH:15]=[CH:14][C:13]=2[C:12]2[N:21]([CH2:35][O:36][CH2:37][CH2:38][Si:39]([CH3:41])([CH3:42])[CH3:40])[N:22]=[C:23]([NH:24][CH:25]3[CH2:26][CH2:27][N:28]([S:31]([CH3:34])(=[O:33])=[O:32])[CH2:29][CH2:30]3)[C:11]=2[N:10]=1.